This data is from Forward reaction prediction with 1.9M reactions from USPTO patents (1976-2016). The task is: Predict the product of the given reaction. (1) The product is: [CH2:1]([N:4]1[CH2:13][CH2:12][C:11]2[C:6](=[CH:7][C:8]([Br:16])=[CH:9][CH:10]=2)[C:5]1=[O:15])[CH:2]=[CH2:3]. Given the reactants [CH2:1]([N:4]1[CH2:13][CH2:12][C:11]2[C:6](=[CH:7][CH:8]=[C:9](Br)[CH:10]=2)[C:5]1=[O:15])[CH:2]=[CH2:3].[Br:16]C1C=C2C(CCNC2=O)=CC=1, predict the reaction product. (2) Given the reactants [N+:1]([C:4]1[CH:5]=[C:6]([NH2:11])[C:7]([NH2:10])=[CH:8][CH:9]=1)([O-])=O, predict the reaction product. The product is: [C:7]1([NH2:10])[C:6]([NH2:11])=[CH:5][C:4]([NH2:1])=[CH:9][CH:8]=1. (3) Given the reactants [CH3:1][O:2][C@H:3]([C@@H:6]([C@H:9]([C@H:12]([CH3:14])[OH:13])[O:10][CH3:11])[O:7][CH3:8])[CH:4]=[O:5].N1C=CN=C1.Cl[Si:21]([C:24]([CH3:27])([CH3:26])[CH3:25])([CH3:23])[CH3:22], predict the reaction product. The product is: [C:24]([Si:21]([CH3:23])([CH3:22])[O:5][C@H:4]1[C@H:3]([O:2][CH3:1])[C@H:6]([O:7][CH3:8])[C@@H:9]([O:10][CH3:11])[C@H:12]([CH3:14])[O:13]1)([CH3:27])([CH3:26])[CH3:25].